Dataset: Forward reaction prediction with 1.9M reactions from USPTO patents (1976-2016). Task: Predict the product of the given reaction. Given the reactants [OH:1][C:2]1[CH:11]=[CH:10][C:5]2[C:6](=[O:9])[CH2:7][O:8][C:4]=2[C:3]=1[CH2:12][N:13]1[CH2:18][CH2:17][N:16]([S:19]([CH3:22])(=[O:21])=[O:20])[CH2:15][CH2:14]1.[NH:23]1[C:31]2[C:26](=[CH:27][CH:28]=[CH:29][CH:30]=2)[C:25]([CH:32]=O)=[N:24]1.N1CCCCC1, predict the reaction product. The product is: [NH:23]1[C:31]2[C:26](=[CH:27][CH:28]=[CH:29][CH:30]=2)[C:25](/[CH:32]=[C:7]2\[O:8][C:4]3[C:3]([CH2:12][N:13]4[CH2:18][CH2:17][N:16]([S:19]([CH3:22])(=[O:21])=[O:20])[CH2:15][CH2:14]4)=[C:2]([OH:1])[CH:11]=[CH:10][C:5]=3[C:6]\2=[O:9])=[N:24]1.